This data is from Reaction yield outcomes from USPTO patents with 853,638 reactions. The task is: Predict the reaction yield, written as a fraction of the theoretical maximum amount of product (1.0 means a 100% yield; for example, 0.34 means a 34% yield). (1) The reactants are [Na+].[I-:2].CN[C@@H]1CCCC[C@H]1NC.Br[C:14]1[CH:19]=[CH:18][CH:17]=[CH:16][C:15]=1[CH:20]1[CH2:25][CH2:24][CH2:23][CH2:22][CH2:21]1.C(O)CCCC. The catalyst is [Cu]I. The product is [I:2][C:14]1[CH:19]=[CH:18][CH:17]=[CH:16][C:15]=1[CH:20]1[CH2:25][CH2:24][CH2:23][CH2:22][CH2:21]1. The yield is 0.990. (2) The reactants are [F:1][C:2]1[CH:7]=[CH:6][C:5]([N:8]2[C:12]3([CH2:17][CH2:16][NH:15][CH2:14][CH2:13]3)[C:11](=[O:18])[NH:10][CH2:9]2)=[CH:4][CH:3]=1.C(N(C(C)C)CCN)(C)C.[C:29](O[C:29]([O:31][C:32]([CH3:35])([CH3:34])[CH3:33])=[O:30])([O:31][C:32]([CH3:35])([CH3:34])[CH3:33])=[O:30]. The catalyst is ClCCl. The product is [F:1][C:2]1[CH:7]=[CH:6][C:5]([N:8]2[C:12]3([CH2:13][CH2:14][N:15]([C:29]([O:31][C:32]([CH3:35])([CH3:34])[CH3:33])=[O:30])[CH2:16][CH2:17]3)[C:11](=[O:18])[NH:10][CH2:9]2)=[CH:4][CH:3]=1. The yield is 0.990. (3) The reactants are [O:1]=[C:2]1[C:10](=O)[C:9]2[C:4](=[CH:5][CH:6]=[CH:7][CH:8]=2)[N:3]1[CH:12]([CH2:16][CH:17]([CH3:19])[CH3:18])[C:13]([OH:15])=[O:14].O.NN. No catalyst specified. The product is [CH3:18][CH:17]([CH3:19])[CH2:16][CH:12]([N:3]1[C:4]2[C:9](=[CH:8][CH:7]=[CH:6][CH:5]=2)[CH2:10][C:2]1=[O:1])[C:13]([OH:15])=[O:14]. The yield is 0.850.